Dataset: NCI-60 drug combinations with 297,098 pairs across 59 cell lines. Task: Regression. Given two drug SMILES strings and cell line genomic features, predict the synergy score measuring deviation from expected non-interaction effect. (1) Drug 1: CS(=O)(=O)C1=CC(=C(C=C1)C(=O)NC2=CC(=C(C=C2)Cl)C3=CC=CC=N3)Cl. Drug 2: C1=CC(=CC=C1CCC2=CNC3=C2C(=O)NC(=N3)N)C(=O)NC(CCC(=O)O)C(=O)O. Cell line: RPMI-8226. Synergy scores: CSS=45.6, Synergy_ZIP=5.30, Synergy_Bliss=5.89, Synergy_Loewe=-25.6, Synergy_HSA=2.19. (2) Drug 1: CC(C1=C(C=CC(=C1Cl)F)Cl)OC2=C(N=CC(=C2)C3=CN(N=C3)C4CCNCC4)N. Drug 2: CC(CN1CC(=O)NC(=O)C1)N2CC(=O)NC(=O)C2. Cell line: CCRF-CEM. Synergy scores: CSS=71.1, Synergy_ZIP=-1.89, Synergy_Bliss=-6.85, Synergy_Loewe=-6.82, Synergy_HSA=-6.22. (3) Drug 1: CC1=C(C=C(C=C1)NC2=NC=CC(=N2)N(C)C3=CC4=NN(C(=C4C=C3)C)C)S(=O)(=O)N.Cl. Drug 2: B(C(CC(C)C)NC(=O)C(CC1=CC=CC=C1)NC(=O)C2=NC=CN=C2)(O)O. Cell line: OVCAR3. Synergy scores: CSS=5.06, Synergy_ZIP=-0.932, Synergy_Bliss=0.630, Synergy_Loewe=-4.68, Synergy_HSA=-0.496. (4) Drug 1: CCCCCOC(=O)NC1=NC(=O)N(C=C1F)C2C(C(C(O2)C)O)O. Drug 2: C#CCC(CC1=CN=C2C(=N1)C(=NC(=N2)N)N)C3=CC=C(C=C3)C(=O)NC(CCC(=O)O)C(=O)O. Cell line: NCI-H322M. Synergy scores: CSS=53.8, Synergy_ZIP=3.04, Synergy_Bliss=-0.910, Synergy_Loewe=-31.9, Synergy_HSA=-2.36. (5) Drug 1: CCN(CC)CCCC(C)NC1=C2C=C(C=CC2=NC3=C1C=CC(=C3)Cl)OC. Drug 2: C1CN(CCN1C(=O)CCBr)C(=O)CCBr. Cell line: SNB-19. Synergy scores: CSS=50.8, Synergy_ZIP=-6.79, Synergy_Bliss=2.19, Synergy_Loewe=4.09, Synergy_HSA=5.76. (6) Drug 1: C1=CC(=C2C(=C1NCCNCCO)C(=O)C3=C(C=CC(=C3C2=O)O)O)NCCNCCO. Drug 2: CCC(=C(C1=CC=CC=C1)C2=CC=C(C=C2)OCCN(C)C)C3=CC=CC=C3.C(C(=O)O)C(CC(=O)O)(C(=O)O)O. Cell line: PC-3. Synergy scores: CSS=28.4, Synergy_ZIP=2.93, Synergy_Bliss=2.71, Synergy_Loewe=-8.56, Synergy_HSA=4.55. (7) Cell line: HCT116. Drug 1: C1=NC2=C(N=C(N=C2N1C3C(C(C(O3)CO)O)O)F)N. Drug 2: CCC1(CC2CC(C3=C(CCN(C2)C1)C4=CC=CC=C4N3)(C5=C(C=C6C(=C5)C78CCN9C7C(C=CC9)(C(C(C8N6C)(C(=O)OC)O)OC(=O)C)CC)OC)C(=O)OC)O.OS(=O)(=O)O. Synergy scores: CSS=9.87, Synergy_ZIP=-0.650, Synergy_Bliss=-9.79, Synergy_Loewe=-8.01, Synergy_HSA=-8.87. (8) Drug 1: COC1=CC(=CC(=C1O)OC)C2C3C(COC3=O)C(C4=CC5=C(C=C24)OCO5)OC6C(C(C7C(O6)COC(O7)C8=CC=CS8)O)O. Drug 2: B(C(CC(C)C)NC(=O)C(CC1=CC=CC=C1)NC(=O)C2=NC=CN=C2)(O)O. Cell line: MOLT-4. Synergy scores: CSS=72.0, Synergy_ZIP=-0.745, Synergy_Bliss=-1.14, Synergy_Loewe=0.506, Synergy_HSA=1.52. (9) Drug 1: C1=CC(=CC=C1CCC2=CNC3=C2C(=O)NC(=N3)N)C(=O)NC(CCC(=O)O)C(=O)O. Drug 2: CC12CCC3C(C1CCC2OP(=O)(O)O)CCC4=C3C=CC(=C4)OC(=O)N(CCCl)CCCl.[Na+]. Cell line: MDA-MB-435. Synergy scores: CSS=13.0, Synergy_ZIP=-1.95, Synergy_Bliss=-0.128, Synergy_Loewe=-30.3, Synergy_HSA=0.227.